From a dataset of Catalyst prediction with 721,799 reactions and 888 catalyst types from USPTO. Predict which catalyst facilitates the given reaction. (1) Reactant: [CH3:1][CH:2]([CH3:6])[C:3](=[S:5])[NH2:4].[Cl:7][CH2:8][C:9](=O)[CH2:10]Cl. Product: [Cl:7][CH2:8][C:9]1[N:4]=[C:3]([CH:2]([CH3:6])[CH3:1])[S:5][CH:10]=1. The catalyst class is: 8. (2) Reactant: [C:1]1([CH2:7][N:8]2[CH2:12][CH:11]3[C:13](=[O:17])[NH:14][C:15](=[O:16])[CH:10]3[CH2:9]2)[CH:6]=[CH:5][CH:4]=[CH:3][CH:2]=1.[H-].[H-].[H-].[H-].[Li+].[Al+3]. Product: [C:1]1([CH2:7][N:14]2[C:13](=[O:17])[CH:11]3[CH:10]([CH2:9][N:8]([CH2:7][C:1]4[CH:2]=[CH:3][CH:4]=[CH:5][CH:6]=4)[CH2:12]3)[C:15]2=[O:16])[CH:6]=[CH:5][CH:4]=[CH:3][CH:2]=1. The catalyst class is: 1. (3) Reactant: [CH3:1][C:2]1[CH:3]=[C:4]2[C:8](=[C:9]3[C:13](=[O:14])C(=O)[NH:11][C:10]=13)[NH:7][N:6]=[CH:5]2.[OH:16]O.Cl. Product: [NH2:11][C:10]1[C:9]([C:13]([OH:14])=[O:16])=[C:8]2[C:4]([CH:5]=[N:6][NH:7]2)=[CH:3][C:2]=1[CH3:1]. The catalyst class is: 74. (4) Reactant: Br[CH2:2][C:3]1[N:4]=[CH:5][C:6]([C:9]([OH:11])=[O:10])=[N:7][CH:8]=1.[N-:12]=[N+:13]=[N-:14].[Na+]. Product: [N:12]([CH2:2][C:3]1[N:4]=[CH:5][C:6]([C:9]([OH:11])=[O:10])=[N:7][CH:8]=1)=[N+:13]=[N-:14]. The catalyst class is: 35. (5) Reactant: C([N:4]([C@H:12]1[C@H:17]([O:18][CH2:19][C:20]2[CH:25]=[CH:24][CH:23]=[CH:22][CH:21]=2)[C@@H:16]([O:26][CH2:27][C:28]2[CH:33]=[CH:32][CH:31]=[CH:30][CH:29]=2)[C@@H:15]([CH2:34][O:35][CH2:36][C:37]2[CH:42]=[CH:41][CH:40]=[CH:39][CH:38]=2)[O:14][CH:13]1[O:43][CH2:44][C:45]1[CH:50]=[CH:49][CH:48]=[CH:47][CH:46]=1)[C:5](=[O:11])[O:6][C:7]([CH3:10])([CH3:9])[CH3:8])(=O)C.C[O-].[Na+]. Product: [CH2:44]([O:43][CH:13]1[C@@H:12]([NH:4][C:5](=[O:11])[O:6][C:7]([CH3:9])([CH3:10])[CH3:8])[C@H:17]([O:18][CH2:19][C:20]2[CH:21]=[CH:22][CH:23]=[CH:24][CH:25]=2)[C@@H:16]([O:26][CH2:27][C:28]2[CH:29]=[CH:30][CH:31]=[CH:32][CH:33]=2)[C@@H:15]([CH2:34][O:35][CH2:36][C:37]2[CH:38]=[CH:39][CH:40]=[CH:41][CH:42]=2)[O:14]1)[C:45]1[CH:50]=[CH:49][CH:48]=[CH:47][CH:46]=1. The catalyst class is: 5. (6) Reactant: C(N1C2C(=CC(Cl)=C(F)C=2)C(C)=N1)(C)(C)C.CC(N=NC(C#N)(C)C)(C#N)C.C1C(=O)N(Br)C(=O)C1.[C:37]([N:41]1[C:49]2[C:44](=[CH:45][C:46]([Cl:51])=[C:47]([F:50])[CH:48]=2)[C:43]([CH:52](Br)[Br:53])=[N:42]1)([CH3:40])([CH3:39])[CH3:38]. Product: [Br:53][CH2:52][C:43]1[C:44]2[C:49](=[CH:48][C:47]([F:50])=[C:46]([Cl:51])[CH:45]=2)[N:41]([C:37]([CH3:40])([CH3:39])[CH3:38])[N:42]=1. The catalyst class is: 68. (7) Reactant: [Cl:1][C:2]1[C:26]([CH3:27])=[CH:25][C:5]2[N:6]=[C:7]3[C:12]([N:13]([CH2:14][CH:15]([OH:22])C(O)C(O)CO)[C:4]=2[CH:3]=1)=[N:11][C:10](=[O:23])[NH:9][C:8]3=[O:24].I(O)(O)(O)(O)(O)=O.C(=O)([O-])[O-].[Na+].[Na+]. Product: [Cl:1][C:2]1[C:26]([CH3:27])=[CH:25][C:5]2[N:6]=[C:7]3[C:12]([N:13]([CH2:14][CH:15]=[O:22])[C:4]=2[CH:3]=1)=[N:11][C:10](=[O:23])[NH:9][C:8]3=[O:24]. The catalyst class is: 445. (8) Reactant: [NH:1]1[C:9]2[C:4](=[CH:5][CH:6]=[CH:7][CH:8]=2)[CH2:3][C:2]1=[O:10].[N:11]1([CH2:17][CH2:18][CH2:19][C:20]2[C:21]3[CH2:31][CH2:30][CH2:29][CH2:28][CH2:27][C:22]=3[NH:23][C:24]=2[CH:25]=O)[CH2:16][CH2:15][O:14][CH2:13][CH2:12]1.N1CCCCC1. Product: [N:11]1([CH2:17][CH2:18][CH2:19][C:20]2[C:21]3[CH2:31][CH2:30][CH2:29][CH2:28][CH2:27][C:22]=3[NH:23][C:24]=2/[CH:25]=[C:3]2\[C:2](=[O:10])[NH:1][C:9]3[C:4]\2=[CH:5][CH:6]=[CH:7][CH:8]=3)[CH2:16][CH2:15][O:14][CH2:13][CH2:12]1. The catalyst class is: 8.